Dataset: Forward reaction prediction with 1.9M reactions from USPTO patents (1976-2016). Task: Predict the product of the given reaction. (1) The product is: [C:1]([NH:5][C:6](=[O:7])[OH:8])([CH3:4])([CH3:3])[CH3:2].[CH:19]1([CH2:11][C:12]2([S:15]([NH2:18])(=[O:17])=[O:16])[CH2:14][CH2:13]2)[CH2:21][CH2:20]1. Given the reactants [C:1]([NH:5][C:6](=[O:8])[OH:7])([CH3:4])([CH3:3])[CH3:2].CO[CH2:11][C:12]1([S:15]([NH2:18])(=[O:17])=[O:16])[CH2:14][CH2:13]1.[CH:19]1(CBr)[CH2:21][CH2:20]1, predict the reaction product. (2) Given the reactants [C:1]([O:5][C:6]([NH:8][C@H:9]([C:13]([CH3:17])([S:15][CH3:16])[CH3:14])[C:10]([OH:12])=O)=[O:7])([CH3:4])([CH3:3])[CH3:2].C1C=CC2N(O)N=NC=2C=1.CCN=C=NCCCN(C)C.Cl.Cl.[CH3:41][C:42]1[N:46]2[C:47](=[O:56])[N:48]([CH:50]3[CH2:55][CH2:54][NH:53][CH2:52][CH2:51]3)[CH2:49][C:45]2=[CH:44][N:43]=1.C1CCN2C(=NCCC2)CC1, predict the reaction product. The product is: [CH3:14][C:13]([S:15][CH3:16])([CH3:17])[C@@H:9]([NH:8][C:6](=[O:7])[O:5][C:1]([CH3:2])([CH3:3])[CH3:4])[C:10]([N:53]1[CH2:52][CH2:51][CH:50]([N:48]2[CH2:49][C:45]3=[CH:44][N:43]=[C:42]([CH3:41])[N:46]3[C:47]2=[O:56])[CH2:55][CH2:54]1)=[O:12]. (3) Given the reactants [Cl:1][C:2]1[CH:21]=[CH:20][C:5]([CH2:6][N:7]2[C:11]([C@H:12]3[CH2:16][CH2:15][CH2:14][N:13]3[C:17](Cl)=[O:18])=[N:10][CH:9]=[N:8]2)=[CH:4][CH:3]=1.[NH2:22][C@@H:23]1[C:32]2[C:27](=[CH:28][C:29]([C:33]([F:36])([F:35])[F:34])=[CH:30][CH:31]=2)[O:26][CH2:25][CH2:24]1.CCN(C(C)C)C(C)C, predict the reaction product. The product is: [Cl:1][C:2]1[CH:21]=[CH:20][C:5]([CH2:6][N:7]2[C:11]([C@H:12]3[CH2:16][CH2:15][CH2:14][N:13]3[C:17]([NH:22][C@@H:23]3[C:32]4[C:27](=[CH:28][C:29]([C:33]([F:36])([F:34])[F:35])=[CH:30][CH:31]=4)[O:26][CH2:25][CH2:24]3)=[O:18])=[N:10][CH:9]=[N:8]2)=[CH:4][CH:3]=1. (4) Given the reactants [F:1][C:2]([F:26])([F:25])[CH2:3][NH:4][C:5]([C:7]1([CH2:20][CH2:21][CH2:22][CH2:23]Br)[C:19]2[CH:18]=[CH:17][CH:16]=[CH:15][C:14]=2[C:13]2[C:8]1=[CH:9][CH:10]=[CH:11][CH:12]=2)=[O:6].[Cl:27][C:28]1[CH:43]=[CH:42][C:31]2[N:32]=[C:33]([N:35]3[CH2:41][CH2:40][CH2:39][NH:38][CH2:37][CH2:36]3)[S:34][C:30]=2[CH:29]=1, predict the reaction product. The product is: [F:1][C:2]([F:26])([F:25])[CH2:3][NH:4][C:5]([C:7]1([CH2:20][CH2:21][CH2:22][CH2:23][N:38]2[CH2:39][CH2:40][CH2:41][N:35]([C:33]3[S:34][C:30]4[CH:29]=[C:28]([Cl:27])[CH:43]=[CH:42][C:31]=4[N:32]=3)[CH2:36][CH2:37]2)[C:19]2[CH:18]=[CH:17][CH:16]=[CH:15][C:14]=2[C:13]2[C:8]1=[CH:9][CH:10]=[CH:11][CH:12]=2)=[O:6]. (5) Given the reactants [OH:1][C:2]1[CH:9]=[CH:8][CH:7]=[CH:6][C:3]=1[CH:4]=O.[CH3:10][C:11]([CH3:13])=[O:12].[OH-].[Na+].Cl, predict the reaction product. The product is: [OH:1][C:2]1[CH:9]=[CH:8][CH:7]=[CH:6][C:3]=1[CH:4]=[CH:10][C:11](=[O:12])[CH3:13].